Dataset: Full USPTO retrosynthesis dataset with 1.9M reactions from patents (1976-2016). Task: Predict the reactants needed to synthesize the given product. (1) Given the product [CH2:20]([N:24]([C:25]1[CH:30]=[CH:29][N:28]=[CH:27][CH:26]=1)[C:16]1[C:15]2[C:10](=[N:11][CH:12]=[CH:13][N:14]=2)[N:9]=[C:8]([C:6]2[CH:7]=[C:2]([Br:1])[CH:3]=[CH:4][C:5]=2[F:19])[N:17]=1)[CH2:21][CH2:22][CH3:23], predict the reactants needed to synthesize it. The reactants are: [Br:1][C:2]1[CH:3]=[CH:4][C:5]([F:19])=[C:6]([C:8]2[NH:17][C:16](=O)[C:15]3[C:10](=[N:11][CH:12]=[CH:13][N:14]=3)[N:9]=2)[CH:7]=1.[CH2:20]([NH:24][C:25]1[CH:30]=[CH:29][N:28]=[CH:27][CH:26]=1)[CH2:21][CH2:22][CH3:23].BrC1C=CC(F)=C(C2N=C(NC3C=CN=CC=3)C3C(=NC=CN=3)N=2)C=1. (2) Given the product [Cl:1][C:2]1[CH:10]=[CH:9][C:8]([C:11]2[N:12]([C:22]([O:24][C:25]([CH3:27])([CH3:26])[CH3:28])=[O:23])[C:13]3[C:18]([CH:19]=2)=[CH:17][C:16]([CH2:20][NH:31][CH2:32][C:33]2([OH:39])[CH2:38][CH2:37][CH2:36][CH2:35][CH2:34]2)=[CH:15][CH:14]=3)=[C:7]2[C:3]=1[CH2:4][NH:5][C:6]2=[O:29], predict the reactants needed to synthesize it. The reactants are: [Cl:1][C:2]1[CH:10]=[CH:9][C:8]([C:11]2[N:12]([C:22]([O:24][C:25]([CH3:28])([CH3:27])[CH3:26])=[O:23])[C:13]3[C:18]([CH:19]=2)=[CH:17][C:16]([CH:20]=O)=[CH:15][CH:14]=3)=[C:7]2[C:3]=1[CH2:4][NH:5][C:6]2=[O:29].Cl.[NH2:31][CH2:32][C:33]1([OH:39])[CH2:38][CH2:37][CH2:36][CH2:35][CH2:34]1.C(O[BH-](OC(=O)C)OC(=O)C)(=O)C.[Na+]. (3) The reactants are: [NH2:1][C:2]1[C:11]2[N:10]=[CH:9][C:8]([CH2:12][CH2:13][C:14]3[CH:19]=[CH:18][CH:17]=[CH:16][CH:15]=3)=[CH:7][C:6]=2[C:5]2[CH:20]=[CH:21][C:22]([C:24](OC)=[O:25])=[CH:23][C:4]=2[N:3]=1. Given the product [NH2:1][C:2]1[C:11]2[N:10]=[CH:9][C:8]([CH2:12][CH2:13][C:14]3[CH:19]=[CH:18][CH:17]=[CH:16][CH:15]=3)=[CH:7][C:6]=2[C:5]2[CH:20]=[CH:21][C:22]([CH2:24][OH:25])=[CH:23][C:4]=2[N:3]=1, predict the reactants needed to synthesize it. (4) Given the product [F:1][C:2]1[CH:16]=[CH:15][C:5]([O:6][C:7]2[CH:8]=[C:9]([CH:12]=[CH:13][CH:14]=2)/[CH:10]=[N:18]/[OH:19])=[CH:4][CH:3]=1, predict the reactants needed to synthesize it. The reactants are: [F:1][C:2]1[CH:16]=[CH:15][C:5]([O:6][C:7]2[CH:8]=[C:9]([CH:12]=[CH:13][CH:14]=2)[CH:10]=O)=[CH:4][CH:3]=1.Cl.[NH2:18][OH:19].